Dataset: Retrosynthesis with 50K atom-mapped reactions and 10 reaction types from USPTO. Task: Predict the reactants needed to synthesize the given product. (1) Given the product O=C(NC1Cc2ccccc2C1)c1cccc(-c2cnc3c(c2)N(Cc2cc(Cl)ccc2C(F)(F)F)CCN3)c1, predict the reactants needed to synthesize it. The reactants are: NC1Cc2ccccc2C1.O=C(O)c1cccc(-c2cnc3c(c2)N(Cc2cc(Cl)ccc2C(F)(F)F)CCN3)c1. (2) Given the product CNc1ccc(C(=O)N(CCC(=O)OC)c2ccccc2)cc1[N+](=O)[O-], predict the reactants needed to synthesize it. The reactants are: CNc1ccc(C(=O)O)cc1[N+](=O)[O-].COC(=O)CCNc1ccccc1. (3) Given the product COc1nccc2c1c(-c1cccc(C(N)=O)c1)nn2C1CCCC1, predict the reactants needed to synthesize it. The reactants are: COc1nccc2c1c(OS(=O)(=O)C(F)(F)F)nn2C1CCCC1.NC(=O)c1cccc(B(O)O)c1. (4) Given the product CCCCCC[C@@H]1C(=O)O[C@H]1CCCCCO, predict the reactants needed to synthesize it. The reactants are: CCCCCC[C@@H]1C(=O)O[C@H]1CCCCCOCc1ccccc1. (5) Given the product O=C(NCc1ccccc1-c1ccccc1C(=O)NCCc1ccccn1)OCc1ccccc1, predict the reactants needed to synthesize it. The reactants are: NCCc1ccccn1.O=C(NCc1ccccc1-c1ccccc1C(=O)O)OCc1ccccc1. (6) Given the product COC(=O)c1cc2c(cn1)c(Br)nn2C(c1ccccc1)(c1ccccc1)c1ccccc1, predict the reactants needed to synthesize it. The reactants are: COC(=O)c1cc2[nH]nc(Br)c2cn1.ClC(c1ccccc1)(c1ccccc1)c1ccccc1. (7) Given the product NC(=O)c1cc([N+](=O)[O-])cc([N+](=O)[O-])c1, predict the reactants needed to synthesize it. The reactants are: NC(=O)c1cc([N+](=O)[O-])cc([N+](=O)[O-])c1Cl. (8) Given the product CN1CC[C@]2(CC[C@H](c3ccc(OCc4ccccc4F)cc3)N2C(=O)OC(C)(C)C)C1=O, predict the reactants needed to synthesize it. The reactants are: CC(C)(C)OC(=O)N1[C@@H](c2ccc(OCc3ccccc3F)cc2)CC[C@]12CCNC2=O.CI.